This data is from Full USPTO retrosynthesis dataset with 1.9M reactions from patents (1976-2016). The task is: Predict the reactants needed to synthesize the given product. Given the product [F:1][C:2]1[CH:7]=[C:6]([CH:8]([NH:10][S:11]([C:13]([CH3:16])([CH3:14])[CH3:15])=[O:12])[CH3:9])[CH:5]=[C:4]([F:17])[C:3]=1[NH:18][S:19]([CH3:22])(=[O:21])=[O:20], predict the reactants needed to synthesize it. The reactants are: [F:1][C:2]1[CH:7]=[C:6]([C:8](=[N:10][S:11]([C:13]([CH3:16])([CH3:15])[CH3:14])=[O:12])[CH3:9])[CH:5]=[C:4]([F:17])[C:3]=1[NH:18][S:19]([CH3:22])(=[O:21])=[O:20].[BH4-].[Na+].CO.